Dataset: Full USPTO retrosynthesis dataset with 1.9M reactions from patents (1976-2016). Task: Predict the reactants needed to synthesize the given product. Given the product [CH3:38][O:37][N:36]=[CH:35][CH2:34][O:33][C:30]1[CH:31]=[CH:32][C:27]([CH2:26][C:21]2[CH:20]=[C:19]([C@H:8]3[C@H:9]([OH:15])[C@@H:10]([OH:11])[C@H:5]([OH:4])[C@@H:6]([CH2:39][OH:40])[O:7]3)[CH:24]=[CH:23][C:22]=2[Cl:25])=[CH:28][CH:29]=1, predict the reactants needed to synthesize it. The reactants are: C([O:4][C@H:5]1[C@H:10]([O:11]C(=O)C)[C@@H:9]([O:15]C(=O)C)[C@H:8]([C:19]2[CH:24]=[CH:23][C:22]([Cl:25])=[C:21]([CH2:26][C:27]3[CH:32]=[CH:31][C:30]([O:33][CH2:34][CH:35]=[N:36][O:37][CH3:38])=[CH:29][CH:28]=3)[CH:20]=2)[O:7][C@@H:6]1[CH2:39][O:40]C(=O)C)(=O)C.O.[OH-].[Li+].